Dataset: Catalyst prediction with 721,799 reactions and 888 catalyst types from USPTO. Task: Predict which catalyst facilitates the given reaction. Reactant: [CH3:1][C:2]1([CH3:15])[C:6](OS(C(F)(F)F)(=O)=O)=[CH:5][CH2:4][CH2:3]1.[B:16]1([B:16]2[O:20][C:19]([CH3:22])([CH3:21])[C:18]([CH3:24])([CH3:23])[O:17]2)[O:20][C:19]([CH3:22])([CH3:21])[C:18]([CH3:24])([CH3:23])[O:17]1.C1C=CC(P(C2C=CC=CC=2)C2C=CC=CC=2)=CC=1.[O-]C1C=CC=CC=1.[Na+]. Product: [CH3:1][C:2]1([CH3:15])[C:6]([B:16]2[O:20][C:19]([CH3:22])([CH3:21])[C:18]([CH3:24])([CH3:23])[O:17]2)=[CH:5][CH2:4][CH2:3]1. The catalyst class is: 235.